This data is from Retrosynthesis with 50K atom-mapped reactions and 10 reaction types from USPTO. The task is: Predict the reactants needed to synthesize the given product. (1) Given the product CC(C)Nc1nc2cnccc2nc1N1CCC(Oc2ccc(F)cc2F)CC1, predict the reactants needed to synthesize it. The reactants are: CC(C)N.Fc1ccc(OC2CCN(c3nc4ccncc4nc3F)CC2)c(F)c1. (2) Given the product COCCN(C)c1cc(Cl)ncn1, predict the reactants needed to synthesize it. The reactants are: CNCCOC.Clc1cc(Cl)ncn1.